The task is: Predict the reactants needed to synthesize the given product.. This data is from Full USPTO retrosynthesis dataset with 1.9M reactions from patents (1976-2016). (1) Given the product [CH3:1][C:2]1[C:6]([CH3:7])=[C:5]([NH:8][C:9]([N:32]2[CH2:33][CH2:34][N:29]([C:26]3[S:27][CH:28]=[C:24]([C:21]4[CH:22]=[CH:23][C:18]([F:17])=[CH:19][CH:20]=4)[N:25]=3)[CH2:30][CH2:31]2)=[O:16])[O:4][N:3]=1, predict the reactants needed to synthesize it. The reactants are: [CH3:1][C:2]1[C:6]([CH3:7])=[C:5]([NH:8][C:9](=[O:16])OCC(Cl)(Cl)Cl)[O:4][N:3]=1.[F:17][C:18]1[CH:23]=[CH:22][C:21]([C:24]2[N:25]=[C:26]([N:29]3[CH2:34][CH2:33][NH:32][CH2:31][CH2:30]3)[S:27][CH:28]=2)=[CH:20][CH:19]=1.C(N(C(C)C)CC)(C)C.O. (2) Given the product [CH2:13]([CH:9]([CH2:8][CH2:7][C:2](=[O:3])[CH3:1])[C:10](=[O:12])[CH3:11])[CH2:14][CH2:15][CH2:16][CH3:17], predict the reactants needed to synthesize it. The reactants are: [CH3:1][C:2]1([CH2:7][CH2:8][CH:9]([CH2:13][CH2:14][CH2:15][CH2:16][CH3:17])[C:10](=[O:12])[CH3:11])OCC[O:3]1.O.Cl. (3) Given the product [C:15]([N:12]1[CH2:13][CH2:14][CH:9]([NH:8][C:5]2[N:4]=[C:3]([C:22]3[N:26]([CH:27]4[CH2:28][CH2:29][O:30][CH2:31][CH2:32]4)[C:25]([CH3:33])=[N:24][CH:23]=3)[C:2]([F:1])=[CH:7][N:6]=2)[CH2:10][CH2:11]1)(=[O:17])[CH3:34], predict the reactants needed to synthesize it. The reactants are: [F:1][C:2]1[C:3]([C:22]2[N:26]([CH:27]3[CH2:32][CH2:31][O:30][CH2:29][CH2:28]3)[C:25]([CH3:33])=[N:24][CH:23]=2)=[N:4][C:5]([NH:8][CH:9]2[CH2:14][CH2:13][N:12]([C:15]([O:17]C(C)(C)C)=O)[CH2:11][CH2:10]2)=[N:6][CH:7]=1.[C:34](Cl)(=O)C. (4) Given the product [Cl:15][C:16]1[N:17]=[CH:18][N:19]=[C:20]([NH:14][CH2:13][CH2:12][CH2:11][C:2]2[CH:3]=[CH:4][C:5]3[CH2:6][CH2:7][CH2:8][NH:9][C:10]=3[N:1]=2)[C:21]=1[CH3:22], predict the reactants needed to synthesize it. The reactants are: [N:1]1[C:10]2[NH:9][CH2:8][CH2:7][CH2:6][C:5]=2[CH:4]=[CH:3][C:2]=1[CH2:11][CH2:12][CH2:13][NH2:14].[Cl:15][C:16]1[C:21]([CH3:22])=[C:20](Cl)[N:19]=[CH:18][N:17]=1. (5) Given the product [N:9]1[C:10]2[C:5](=[CH:4][CH:3]=[C:2]([NH:1][C:25]([C:13]3[CH:14]=[CH:15][C:16]4[C:17]5[C:22](=[CH:21][CH:20]=[CH:19][CH:18]=5)[CH2:23][C:24]=4[CH:12]=3)=[O:26])[CH:11]=2)[CH:6]=[CH:7][CH:8]=1, predict the reactants needed to synthesize it. The reactants are: [NH2:1][C:2]1[CH:11]=[C:10]2[C:5]([CH:6]=[CH:7][CH:8]=[N:9]2)=[CH:4][CH:3]=1.[CH:12]1[C:24]2[CH2:23][C:22]3[C:17](=[CH:18][CH:19]=[CH:20][CH:21]=3)[C:16]=2[CH:15]=[CH:14][C:13]=1[C:25](O)=[O:26].